The task is: Binary Classification. Given a T-cell receptor sequence (or CDR3 region) and an epitope sequence, predict whether binding occurs between them.. This data is from TCR-epitope binding with 47,182 pairs between 192 epitopes and 23,139 TCRs. The epitope is AVFDRKSDAK. The TCR CDR3 sequence is CASSFEGGGDTQYF. Result: 1 (the TCR binds to the epitope).